From a dataset of Catalyst prediction with 721,799 reactions and 888 catalyst types from USPTO. Predict which catalyst facilitates the given reaction. (1) Reactant: [I:1][C:2]1[CH:7]=[CH:6][C:5]([C:8]([F:11])([F:10])[F:9])=[CH:4][C:3]=1[C@H:12]1[O:16][C:15](=[O:17])[NH:14][C@@H:13]1[CH3:18].[H-].[Na+].[F:21][C:22]([F:36])([F:35])[C:23]1[CH:24]=[C:25]([CH:28]=[C:29]([C:31]([F:34])([F:33])[F:32])[CH:30]=1)[CH2:26]Br. Product: [F:21][C:22]([F:35])([F:36])[C:23]1[CH:24]=[C:25]([CH:28]=[C:29]([C:31]([F:34])([F:32])[F:33])[CH:30]=1)[CH2:26][N:14]1[C@H:13]([CH3:18])[C@@H:12]([C:3]2[CH:4]=[C:5]([C:8]([F:9])([F:10])[F:11])[CH:6]=[CH:7][C:2]=2[I:1])[O:16][C:15]1=[O:17]. The catalyst class is: 173. (2) Reactant: [Cl:1][C:2]1[CH:26]=[CH:25][C:5]([C:6]([NH:8][CH:9]([C:19]2[CH:24]=[CH:23][CH:22]=[CH:21][CH:20]=2)[CH2:10][NH:11]C(=O)OC(C)(C)C)=[O:7])=[CH:4][C:3]=1[NH:27][C:28]([C:30]1[C:49](=[O:50])[NH:48][C:33]2[N:34]=[C:35]([NH:38][CH2:39][CH2:40][N:41]3[CH2:46][CH2:45][N:44]([CH3:47])[CH2:43][CH2:42]3)[N:36]=[CH:37][C:32]=2[CH:31]=1)=[O:29].Cl. Product: [ClH:1].[NH2:11][CH2:10][CH:9]([NH:8][C:6]([C:5]1[CH:25]=[CH:26][C:2]([Cl:1])=[C:3]([NH:27][C:28]([C:30]2[C:49](=[O:50])[NH:48][C:33]3[N:34]=[C:35]([NH:38][CH2:39][CH2:40][N:41]4[CH2:46][CH2:45][N:44]([CH3:47])[CH2:43][CH2:42]4)[N:36]=[CH:37][C:32]=3[CH:31]=2)=[O:29])[CH:4]=1)=[O:7])[C:19]1[CH:24]=[CH:23][CH:22]=[CH:21][CH:20]=1. The catalyst class is: 12. (3) Product: [NH2:51][C:37]1[N:38]=[CH:39][C:40]([C:2]2[CH:7]=[N:6][C:5]([N:8]3[CH2:13][CH2:12][N:11]([C:14]([O:16][C:17]([CH3:20])([CH3:19])[CH3:18])=[O:15])[CH2:10][C@@H:9]3[CH3:21])=[CH:4][C:3]=2[O:22][CH3:23])=[CH:41][C:36]=1[O:35][C@@H:33]([C:26]1[C:27]([Cl:32])=[CH:28][CH:29]=[C:30]([F:31])[C:25]=1[Cl:24])[CH3:34]. The catalyst class is: 77. Reactant: Br[C:2]1[C:3]([O:22][CH3:23])=[CH:4][C:5]([N:8]2[CH2:13][CH2:12][N:11]([C:14]([O:16][C:17]([CH3:20])([CH3:19])[CH3:18])=[O:15])[CH2:10][C@@H:9]2[CH3:21])=[N:6][CH:7]=1.[Cl:24][C:25]1[C:30]([F:31])=[CH:29][CH:28]=[C:27]([Cl:32])[C:26]=1[C@H:33]([O:35][C:36]1[C:37]([NH2:51])=[N:38][CH:39]=[C:40](B2OC(C)(C)C(C)(C)O2)[CH:41]=1)[CH3:34].C([O-])([O-])=O.[Cs+].[Cs+]. (4) Reactant: [CH2:1]([O:8][C:9]([NH:11][C@@H:12]([CH:32]([CH3:34])[CH3:33])[C:13]([NH:15][CH:16]([CH2:21][C:22]1[C:30]2[C:25](=[C:26]([Br:31])[CH:27]=[CH:28][CH:29]=2)[NH:24][CH:23]=1)[C:17]([O:19][CH3:20])=[O:18])=[O:14])=[O:10])[C:2]1[CH:7]=[CH:6][CH:5]=[CH:4][CH:3]=1. Product: [CH2:1]([O:8][C:9]([NH:11][C@H:12]([C:13]1[O:14][C:21]([C:22]2[C:30]3[C:25](=[C:26]([Br:31])[CH:27]=[CH:28][CH:29]=3)[NH:24][CH:23]=2)=[C:16]([C:17]([O:19][CH3:20])=[O:18])[N:15]=1)[CH:32]([CH3:34])[CH3:33])=[O:10])[C:2]1[CH:7]=[CH:6][CH:5]=[CH:4][CH:3]=1. The catalyst class is: 7. (5) Reactant: C(N(CC)C(C)C)(C)C.[NH2:10][CH:11]([CH2:14][OH:15])[CH2:12][OH:13].[C:16](O[C:16]([O:18][C:19]([CH3:22])([CH3:21])[CH3:20])=[O:17])([O:18][C:19]([CH3:22])([CH3:21])[CH3:20])=[O:17].C1C=C2C(C(O)(O)C(=O)C2=CC=1)=O. Product: [C:16]([NH:10][CH:11]([CH2:14][OH:15])[CH2:12][OH:13])([O:18][C:19]([CH3:22])([CH3:21])[CH3:20])=[O:17]. The catalyst class is: 254. (6) Product: [F:8][C:9]1[CH:10]=[C:11]([CH:15]=[C:16]([F:19])[C:17]=1[O:21][CH3:20])[C:12]([OH:14])=[O:13]. Reactant: C1(C)C=CC=CC=1.[F:8][C:9]1[CH:10]=[C:11]([CH:15]=[C:16]([F:19])[C:17]=1F)[C:12]([OH:14])=[O:13].[CH3:20][O-:21].[Na+].O. The catalyst class is: 5. (7) Reactant: [CH:1]([C:3]1[C:4]([C:9]([O:11]C)=[O:10])=[N:5][CH:6]=[CH:7][CH:8]=1)=[CH2:2].CO.C(=O)([O-])[O-].[K+].[K+].Cl. Product: [CH:1]([C:3]1[C:4]([C:9]([OH:11])=[O:10])=[N:5][CH:6]=[CH:7][CH:8]=1)=[CH2:2]. The catalyst class is: 6. (8) Reactant: [NH2:1][C:2]1[C:3]([C:12]([NH2:14])=[O:13])=[N:4][N:5]2[CH2:10][CH2:9][CH2:8][C:7](=[O:11])[C:6]=12.[F:15][C:16]([F:31])([F:30])[C:17]1[C:25]2[CH2:24][CH2:23][CH2:22][CH2:21][C:20]=2[N:19]([CH2:26][C:27](O)=[O:28])[N:18]=1.CCN=C=NCCCN(C)C.CC(N(C)C)=O. Product: [O:11]=[C:7]1[CH2:8][CH2:9][CH2:10][N:5]2[N:4]=[C:3]([C:12]([NH2:14])=[O:13])[C:2]([NH:1][C:27](=[O:28])[CH2:26][N:19]3[C:20]4[CH2:21][CH2:22][CH2:23][CH2:24][C:25]=4[C:17]([C:16]([F:30])([F:15])[F:31])=[N:18]3)=[C:6]12. The catalyst class is: 12.